From a dataset of NCI-60 drug combinations with 297,098 pairs across 59 cell lines. Regression. Given two drug SMILES strings and cell line genomic features, predict the synergy score measuring deviation from expected non-interaction effect. (1) Drug 1: CC1=C(C=C(C=C1)NC(=O)C2=CC=C(C=C2)CN3CCN(CC3)C)NC4=NC=CC(=N4)C5=CN=CC=C5. Drug 2: COCCOC1=C(C=C2C(=C1)C(=NC=N2)NC3=CC=CC(=C3)C#C)OCCOC.Cl. Cell line: PC-3. Synergy scores: CSS=4.22, Synergy_ZIP=-1.24, Synergy_Bliss=2.47, Synergy_Loewe=1.48, Synergy_HSA=2.25. (2) Drug 1: C1=CC(=CC=C1C#N)C(C2=CC=C(C=C2)C#N)N3C=NC=N3. Drug 2: CC(C)(C#N)C1=CC(=CC(=C1)CN2C=NC=N2)C(C)(C)C#N. Cell line: CAKI-1. Synergy scores: CSS=-4.86, Synergy_ZIP=4.09, Synergy_Bliss=2.20, Synergy_Loewe=-8.61, Synergy_HSA=-7.98. (3) Drug 1: C1CNP(=O)(OC1)N(CCCl)CCCl. Drug 2: CC(C)CN1C=NC2=C1C3=CC=CC=C3N=C2N. Cell line: MCF7. Synergy scores: CSS=-5.90, Synergy_ZIP=2.01, Synergy_Bliss=-4.55, Synergy_Loewe=-6.02, Synergy_HSA=-7.93. (4) Drug 1: CC1=C(C(=CC=C1)Cl)NC(=O)C2=CN=C(S2)NC3=CC(=NC(=N3)C)N4CCN(CC4)CCO. Drug 2: CC1=C(N=C(N=C1N)C(CC(=O)N)NCC(C(=O)N)N)C(=O)NC(C(C2=CN=CN2)OC3C(C(C(C(O3)CO)O)O)OC4C(C(C(C(O4)CO)O)OC(=O)N)O)C(=O)NC(C)C(C(C)C(=O)NC(C(C)O)C(=O)NCCC5=NC(=CS5)C6=NC(=CS6)C(=O)NCCC[S+](C)C)O. Cell line: NCI-H460. Synergy scores: CSS=37.6, Synergy_ZIP=0.723, Synergy_Bliss=1.36, Synergy_Loewe=-0.426, Synergy_HSA=4.06. (5) Drug 1: CCCS(=O)(=O)NC1=C(C(=C(C=C1)F)C(=O)C2=CNC3=C2C=C(C=N3)C4=CC=C(C=C4)Cl)F. Drug 2: C1=NC2=C(N=C(N=C2N1C3C(C(C(O3)CO)O)F)Cl)N. Cell line: SN12C. Synergy scores: CSS=40.5, Synergy_ZIP=3.10, Synergy_Bliss=1.65, Synergy_Loewe=-30.3, Synergy_HSA=0.411. (6) Drug 1: CC1=C(C=C(C=C1)NC2=NC=CC(=N2)N(C)C3=CC4=NN(C(=C4C=C3)C)C)S(=O)(=O)N.Cl. Drug 2: C(CC(=O)O)C(=O)CN.Cl. Cell line: A498. Synergy scores: CSS=-2.16, Synergy_ZIP=-0.406, Synergy_Bliss=-1.80, Synergy_Loewe=-5.38, Synergy_HSA=-5.15.